This data is from Forward reaction prediction with 1.9M reactions from USPTO patents (1976-2016). The task is: Predict the product of the given reaction. (1) Given the reactants [I:1][C:2]1[CH:7]=[CH:6][C:5]([NH:8][C:9]2[N:14]=[CH:13][CH:12]=[CH:11][N:10]=2)=[CH:4][CH:3]=1.[H-].[Na+].Br[CH2:18][CH2:19][C:20]#[N:21], predict the reaction product. The product is: [I:1][C:2]1[CH:3]=[CH:4][C:5]([N:8]([CH2:18][CH2:19][C:20]#[N:21])[C:9]2[N:10]=[CH:11][CH:12]=[CH:13][N:14]=2)=[CH:6][CH:7]=1. (2) Given the reactants [F:1][C:2]1[CH:32]=[CH:31][CH:30]=[CH:29][C:3]=1[O:4][CH2:5][CH2:6][CH2:7][O:8][C:9]1[CH:14]=[CH:13][C:12]([CH:15]2[CH2:20][CH2:19][N:18]([C:21]([O:23][C:24]([CH3:27])([CH3:26])[CH3:25])=[O:22])[CH2:17][CH:16]2[OH:28])=[CH:11][CH:10]=1.Cl[CH2:34][C:35]1[CH:36]=[CH:37][C:38]2[O:43][CH2:42][C:41](=[O:44])[N:40]([CH2:45][CH2:46][CH2:47][O:48][CH3:49])[C:39]=2[CH:50]=1, predict the reaction product. The product is: [F:1][C:2]1[CH:32]=[CH:31][CH:30]=[CH:29][C:3]=1[O:4][CH2:5][CH2:6][CH2:7][O:8][C:9]1[CH:10]=[CH:11][C:12]([CH:15]2[CH2:20][CH2:19][N:18]([C:21]([O:23][C:24]([CH3:27])([CH3:26])[CH3:25])=[O:22])[CH2:17][CH:16]2[O:28][CH2:34][C:35]2[CH:36]=[CH:37][C:38]3[O:43][CH2:42][C:41](=[O:44])[N:40]([CH2:45][CH2:46][CH2:47][O:48][CH3:49])[C:39]=3[CH:50]=2)=[CH:13][CH:14]=1. (3) Given the reactants [OH:1][CH:2]1[CH2:7][CH2:6][N:5]([CH2:8][C:9]2[CH:14]=[CH:13][CH:12]=[CH:11][CH:10]=2)[CH2:4][CH:3]1[C:15]([OH:17])=O.C([N:20](CC)CC)C.ON1C2N=CC=CC=2N=N1.Cl.CN(C)CCCN=C=NCC.C(=O)(O)[O-].[NH4+], predict the reaction product. The product is: [OH:1][CH:2]1[CH2:7][CH2:6][N:5]([CH2:8][C:9]2[CH:14]=[CH:13][CH:12]=[CH:11][CH:10]=2)[CH2:4][CH:3]1[C:15]([NH2:20])=[O:17]. (4) Given the reactants CC1(C)[O:6][C@H:5]([C@H:7]2[C@H:11]([C:12]([NH:14][C@@H:15]([CH3:23])[CH2:16][C:17]3[CH:22]=[CH:21][CH:20]=[CH:19][CH:18]=3)=[O:13])[O:10]C(C)(C)[O:8]2)[C@@H:4]([C:26]([NH:28][C@@H:29]([CH3:37])[CH2:30][C:31]2[CH:36]=[CH:35][CH:34]=[CH:33][CH:32]=2)=[O:27])[O:3]1.O, predict the reaction product. The product is: [OH:3][C@H:4]([C@@H:5]([OH:6])[C@@H:7]([OH:8])[C@H:11]([OH:10])[C:12]([NH:14][C@@H:15]([CH3:23])[CH2:16][C:17]1[CH:22]=[CH:21][CH:20]=[CH:19][CH:18]=1)=[O:13])[C:26]([NH:28][C@@H:29]([CH3:37])[CH2:30][C:31]1[CH:36]=[CH:35][CH:34]=[CH:33][CH:32]=1)=[O:27]. (5) Given the reactants [CH3:1][C:2]1[CH:7]=[CH:6][C:5]([CH:8]=[C:9]([N+:12]([O-])=O)[CH2:10][CH3:11])=[CH:4][C:3]=1[CH3:15], predict the reaction product. The product is: [CH3:15][C:3]1[CH:4]=[C:5]([CH2:8][CH:9]([NH2:12])[CH2:10][CH3:11])[CH:6]=[CH:7][C:2]=1[CH3:1]. (6) Given the reactants [Br:1][C:2]1[CH:3]=[N:4][C:5]([CH2:8][C:9]#[N:10])=[N:6][CH:7]=1.[Cl:11][C:12]1[C:13]([F:20])=[C:14]([CH:17]=[CH:18][CH:19]=1)[CH:15]=O.C[O-].[Na+], predict the reaction product. The product is: [Br:1][C:2]1[CH:3]=[N:4][C:5](/[C:8](=[CH:15]\[C:14]2[CH:17]=[CH:18][CH:19]=[C:12]([Cl:11])[C:13]=2[F:20])/[C:9]#[N:10])=[N:6][CH:7]=1. (7) Given the reactants [Br:1][C:2]1[CH:3]=[C:4]([C:14]([OH:16])=O)[C:5]2[CH:6]=[N:7][N:8]([CH:11]3[CH2:13][CH2:12]3)[C:9]=2[CH:10]=1.[NH2:17][CH2:18][C:19]1[C:20](=[O:29])[NH:21][C:22]([CH3:28])=[CH:23][C:24]=1[CH2:25][CH2:26][CH3:27], predict the reaction product. The product is: [Br:1][C:2]1[CH:3]=[C:4]([C:14]([NH:17][CH2:18][C:19]2[C:20](=[O:29])[NH:21][C:22]([CH3:28])=[CH:23][C:24]=2[CH2:25][CH2:26][CH3:27])=[O:16])[C:5]2[CH:6]=[N:7][N:8]([CH:11]3[CH2:12][CH2:13]3)[C:9]=2[CH:10]=1. (8) The product is: [Br:22][C:17]1[CH:18]=[CH:19][CH:20]=[C:21]2[C:16]=1[CH2:15][CH2:14][O:13][CH:12]2[CH2:11][N:9]1[CH2:8][CH2:7][NH:6][CH2:5][CH2:10]1. Given the reactants CC([CH:5]1[CH2:10][N:9]([CH2:11][CH:12]2[C:21]3[C:16](=[C:17]([Br:22])[CH:18]=[CH:19][CH:20]=3)[CH2:15][CH2:14][O:13]2)[CH2:8][CH2:7][N:6]1C([O-])=O)(C)C.Cl.O1CCOCC1, predict the reaction product.